Dataset: Reaction yield outcomes from USPTO patents with 853,638 reactions. Task: Predict the reaction yield, written as a fraction of the theoretical maximum amount of product (1.0 means a 100% yield; for example, 0.34 means a 34% yield). The reactants are [N:1]1([C:7]([C:9]2[C:13]([NH2:14])=[CH:12][N:11]([C:15]3[CH:20]=[CH:19][CH:18]=[CH:17][CH:16]=3)[N:10]=2)=[O:8])[CH2:6][CH2:5][O:4][CH2:3][CH2:2]1.N1C=CC=CC=1.[Br:27][C:28]1[CH:33]=[CH:32][CH:31]=[CH:30][C:29]=1[S:34](Cl)(=[O:36])=[O:35].[NH4+].[Cl-]. The catalyst is C(Cl)Cl. The product is [Br:27][C:28]1[CH:33]=[CH:32][CH:31]=[CH:30][C:29]=1[S:34]([NH:14][C:13]1[C:9]([C:7]([N:1]2[CH2:6][CH2:5][O:4][CH2:3][CH2:2]2)=[O:8])=[N:10][N:11]([C:15]2[CH:16]=[CH:17][CH:18]=[CH:19][CH:20]=2)[CH:12]=1)(=[O:36])=[O:35]. The yield is 0.940.